Dataset: Forward reaction prediction with 1.9M reactions from USPTO patents (1976-2016). Task: Predict the product of the given reaction. Given the reactants [C:1]([O:5][C:6]([N:8]1[CH2:13][CH:12]=[C:11]([O:14][Si](C)(C)C)[CH2:10][CH2:9]1)=[O:7])([CH3:4])([CH3:3])[CH3:2].[B-](F)(F)(F)[F:20].[B-](F)(F)(F)F.C1[N+]2(CCl)CC[N+](F)(CC2)C1, predict the reaction product. The product is: [C:1]([O:5][C:6]([N:8]1[CH2:13][CH2:12][C:11](=[O:14])[CH:10]([F:20])[CH2:9]1)=[O:7])([CH3:4])([CH3:3])[CH3:2].